From a dataset of Reaction yield outcomes from USPTO patents with 853,638 reactions. Predict the reaction yield, written as a fraction of the theoretical maximum amount of product (1.0 means a 100% yield; for example, 0.34 means a 34% yield). (1) The reactants are [H-].[H-].[H-].[H-].[Li+].[Al+3].[NH:7]1[C:15]2[C:10](=[CH:11][CH:12]=[CH:13][CH:14]=2)[CH:9]=[C:8]1[C:16](O)=[O:17].CO. The catalyst is C1COCC1. The product is [NH:7]1[C:15]2[C:10](=[CH:11][CH:12]=[CH:13][CH:14]=2)[CH:9]=[C:8]1[CH2:16][OH:17]. The yield is 0.680. (2) The reactants are [OH:1][C@@H:2]([C:23]1[CH:28]=[CH:27][CH:26]=[CH:25][CH:24]=1)[CH2:3][CH2:4][N:5]1[CH2:10][CH2:9][CH:8]([C:11]2[CH:12]=[C:13]([NH:17][C:18](=[O:22])[CH:19]([CH3:21])[CH3:20])[CH:14]=[CH:15][CH:16]=2)[CH2:7][CH2:6]1.[C:29]([C:32]1[CH:37]=[CH:36][CH:35]=[CH:34][C:33]=1O)(=[O:31])[CH3:30].C1(P(C2C=CC=CC=2)C2C=CC=CC=2)C=CC=CC=1.N(C(OCC)=O)=NC(OCC)=O.N. The catalyst is C1COCC1.C(Cl)(Cl)Cl. The product is [C:29]([C:32]1[CH:33]=[C:34]([CH:35]=[CH:36][CH:37]=1)[O:1][C@H:2]([C:23]1[CH:24]=[CH:25][CH:26]=[CH:27][CH:28]=1)[CH2:3][CH2:4][N:5]1[CH2:10][CH2:9][CH:8]([C:11]2[CH:12]=[C:13]([NH:17][C:18](=[O:22])[CH:19]([CH3:21])[CH3:20])[CH:14]=[CH:15][CH:16]=2)[CH2:7][CH2:6]1)(=[O:31])[CH3:30]. The yield is 0.220. (3) The reactants are [C:1]1([CH:8]=[CH:7][CH:6]=[C:4]([OH:5])[CH:3]=1)[OH:2].[CH2:9]([CH:11]1[CH2:16][CH2:15][CH:14](O)[CH2:13][CH2:12]1)[CH3:10].C1(P(C2C=CC=CC=2)C2C=CC=CC=2)C=CC=CC=1.N(C(OC(C)C)=O)=NC(OC(C)C)=O. The catalyst is O1CCCC1. The product is [CH2:9]([CH:11]1[CH2:16][CH2:15][CH:14]([O:2][C:1]2[CH:3]=[C:4]([OH:5])[CH:6]=[CH:7][CH:8]=2)[CH2:13][CH2:12]1)[CH3:10]. The yield is 0.270. (4) The reactants are Cl[CH2:2][CH2:3][NH:4][C:5]([NH:7][CH2:8][CH2:9][O:10][C:11]([F:14])([F:13])[F:12])=[O:6].[H-].[Na+]. The catalyst is C1COCC1. The product is [F:12][C:11]([F:14])([F:13])[O:10][CH2:9][CH2:8][N:7]1[CH2:2][CH2:3][NH:4][C:5]1=[O:6]. The yield is 0.420.